From a dataset of Catalyst prediction with 721,799 reactions and 888 catalyst types from USPTO. Predict which catalyst facilitates the given reaction. Reactant: [C:1]([N:8]1[CH2:12][CH2:11][C@H:10]([CH2:13]Br)[CH2:9]1)([O:3][C:4]([CH3:7])([CH3:6])[CH3:5])=[O:2].[CH3:15][C:16]1[CH:21]=[CH:20][C:19]([C:22]2[N:27]=[C:26]3[CH:28]=[CH:29][NH:30][C:25]3=[CH:24][C:23]=2[C:31]2[CH:38]=[CH:37][C:34]([C:35]#[N:36])=[CH:33][CH:32]=2)=[CH:18][CH:17]=1.C(=O)([O-])[O-].[Cs+].[Cs+]. Product: [C:35]([C:34]1[CH:37]=[CH:38][C:31]([C:23]2[CH:24]=[C:25]3[N:30]([CH2:13][C@H:10]4[CH2:11][CH2:12][N:8]([C:1]([O:3][C:4]([CH3:7])([CH3:6])[CH3:5])=[O:2])[CH2:9]4)[CH:29]=[CH:28][C:26]3=[N:27][C:22]=2[C:19]2[CH:20]=[CH:21][C:16]([CH3:15])=[CH:17][CH:18]=2)=[CH:32][CH:33]=1)#[N:36]. The catalyst class is: 3.